The task is: Predict the reaction yield, written as a fraction of the theoretical maximum amount of product (1.0 means a 100% yield; for example, 0.34 means a 34% yield).. This data is from Reaction yield outcomes from USPTO patents with 853,638 reactions. (1) The reactants are [CH3:1][C:2]12[C:12](=[O:13])[CH2:11][CH2:10][CH2:9][C:8]1=[CH:7][C:5](=[O:6])[CH2:4][CH2:3]2.[CH3:14][C:15]1(CC)OCC[O:16]1.C(O)CO. The catalyst is O.C1(C)C=CC(S(O)(=O)=O)=CC=1. The product is [CH2:14]1[CH2:15][O:16][C:12]2([CH2:11][CH2:10][CH2:9][C:8]3[C:2]2([CH3:1])[CH2:3][CH2:4][C:5](=[O:6])[CH:7]=3)[O:13]1. The yield is 0.940. (2) The reactants are C([O:3][C:4](=[O:17])[CH2:5][C:6]1[N:7]=[C:8]([CH:11]2[CH2:16][CH2:15][CH2:14][CH2:13][CH2:12]2)[S:9][CH:10]=1)C.O[Li].O. The catalyst is CO.O. The product is [CH:11]1([C:8]2[S:9][CH:10]=[C:6]([CH2:5][C:4]([OH:17])=[O:3])[N:7]=2)[CH2:12][CH2:13][CH2:14][CH2:15][CH2:16]1. The yield is 1.00. (3) The reactants are [OH:1][CH2:2][CH2:3][CH2:4][CH2:5][CH2:6][CH2:7][CH2:8][CH2:9][CH2:10][CH2:11][CH2:12][CH2:13][CH2:14][CH2:15][CH2:16][C:17]([OH:19])=[O:18].[C:20](Cl)(=O)[CH3:21]. The catalyst is C(O)C. The product is [OH:1][CH2:2][CH2:3][CH2:4][CH2:5][CH2:6][CH2:7][CH2:8][CH2:9][CH2:10][CH2:11][CH2:12][CH2:13][CH2:14][CH2:15][CH2:16][C:17]([O:19][CH2:20][CH3:21])=[O:18]. The yield is 0.940. (4) The reactants are [F:1][C:2]([F:29])([F:28])[C:3]1[CH:4]=[C:5]([NH:13][C:14](=[O:27])[C:15]2[CH:20]=[C:19]([S:21](=[O:24])(=[O:23])[NH2:22])[CH:18]=[CH:17][C:16]=2[O:25][CH3:26])[CH:6]=[C:7]([C:9]([F:12])([F:11])[F:10])[CH:8]=1.CO[CH:32]1[CH2:36][CH2:35][CH:34](OC)O1.C(O)(=O)C. The yield is 0.886. The product is [F:29][C:2]([F:1])([F:28])[C:3]1[CH:4]=[C:5]([NH:13][C:14](=[O:27])[C:15]2[CH:20]=[C:19]([S:21]([N:22]3[CH:32]=[CH:36][CH:35]=[CH:34]3)(=[O:23])=[O:24])[CH:18]=[CH:17][C:16]=2[O:25][CH3:26])[CH:6]=[C:7]([C:9]([F:12])([F:10])[F:11])[CH:8]=1. The catalyst is O. (5) The reactants are [Cl:1][C:2]1[C:7]2[C:8](=[O:18])[N:9]([C:11]([O:13][C:14]([CH3:17])([CH3:16])[CH3:15])=[O:12])[CH2:10][C:6]=2[C:5]([F:19])=[C:4](Cl)[N:3]=1.[NH2:21][C@@H:22]1[CH2:27][CH2:26][O:25][CH2:24][C@@H:23]1[NH:28][C:29](=[O:35])[O:30][C:31]([CH3:34])([CH3:33])[CH3:32].C(N(C(C)C)CC)(C)C. The catalyst is CS(C)=O.CC(O)C. The product is [C:31]([O:30][C:29]([NH:28][C@@H:23]1[C@H:22]([NH:21][C:4]2[N:3]=[C:2]([Cl:1])[C:7]3[C:8](=[O:18])[N:9]([C:11]([O:13][C:14]([CH3:17])([CH3:16])[CH3:15])=[O:12])[CH2:10][C:6]=3[C:5]=2[F:19])[CH2:27][CH2:26][O:25][CH2:24]1)=[O:35])([CH3:34])([CH3:32])[CH3:33]. The yield is 0.130.